Dataset: Forward reaction prediction with 1.9M reactions from USPTO patents (1976-2016). Task: Predict the product of the given reaction. (1) Given the reactants CC1(C)C(C)(C)OB([C:9]2[CH:14]=[CH:13][C:12]([C:15]3[S:16][CH:17]=[CH:18][C:19]=3[NH:20][S:21]([CH:24]([CH3:26])[CH3:25])(=[O:23])=[O:22])=[CH:11][CH:10]=2)O1.C(OC(=O)[C:32]1[CH:37]=[CH:36][C:35](I)=[CH:34][CH:33]=1)C.[C:40]([O-:43])([O-])=[O:41].[Na+].[Na+].O.CO[CH2:49][CH2:50]OC, predict the reaction product. The product is: [CH2:49]([O:43][C:40]([C:11]1[CH:10]=[CH:9][C:14]([C:36]2[CH:37]=[CH:32][CH:33]=[CH:34][CH:35]=2)=[CH:13][C:12]=1[C:15]1[S:16][CH:17]=[CH:18][C:19]=1[NH:20][S:21]([CH:24]([CH3:25])[CH3:26])(=[O:22])=[O:23])=[O:41])[CH3:50]. (2) Given the reactants FC(F)(F)C(O)=O.[NH2:8][C:9]1[C:10]([C:27]([NH:29][C:30]2[C:35]([N:36]3[CH2:41][CH2:40][C:39]([NH:43]C(=O)OC(C)(C)C)([CH3:42])[CH2:38][CH2:37]3)=[CH:34][CH:33]=[CH:32][N:31]=2)=[O:28])=[N:11][C:12]([C:15]2[C:20]([C:21]([F:24])([F:23])[F:22])=[CH:19][CH:18]=[C:17]([O:25][CH3:26])[N:16]=2)=[CH:13][N:14]=1, predict the reaction product. The product is: [NH2:8][C:9]1[C:10]([C:27]([NH:29][C:30]2[C:35]([N:36]3[CH2:41][CH2:40][C:39]([NH2:43])([CH3:42])[CH2:38][CH2:37]3)=[CH:34][CH:33]=[CH:32][N:31]=2)=[O:28])=[N:11][C:12]([C:15]2[C:20]([C:21]([F:22])([F:24])[F:23])=[CH:19][CH:18]=[C:17]([O:25][CH3:26])[N:16]=2)=[CH:13][N:14]=1.